This data is from Forward reaction prediction with 1.9M reactions from USPTO patents (1976-2016). The task is: Predict the product of the given reaction. (1) Given the reactants [Cl:1][C:2]1[N:3]=[C:4]([CH2:8][NH:9][C:10]2[CH:15]=[CH:14][CH:13]=[CH:12][C:11]=2/[CH:16]=[CH:17]/[C:18]([O:20]C)=O)[NH:5][C:6]=1[Cl:7].[NH2:22][OH:23].[OH-].[Na+].Cl, predict the reaction product. The product is: [Cl:1][C:2]1[N:3]=[C:4]([CH2:8][NH:9][C:10]2[CH:15]=[CH:14][CH:13]=[CH:12][C:11]=2/[CH:16]=[CH:17]/[C:18]([NH:22][OH:23])=[O:20])[NH:5][C:6]=1[Cl:7]. (2) Given the reactants [Cl:1][C:2]1[CH:7]=[CH:6][C:5]([S:8][C:9]2[C:17]3[C:16]([CH:18](O)[CH2:19][CH3:20])=[CH:15][C:14]([F:22])=[CH:13][C:12]=3[N:11]3[CH2:23][CH2:24][CH:25]([CH2:26][C:27]([OH:29])=[O:28])[C:10]=23)=[CH:4][CH:3]=1.FC(F)(F)C(O)=O.C([SiH](CC)CC)C, predict the reaction product. The product is: [Cl:1][C:2]1[CH:7]=[CH:6][C:5]([S:8][C:9]2[C:17]3[C:16]([CH2:18][CH2:19][CH3:20])=[CH:15][C:14]([F:22])=[CH:13][C:12]=3[N:11]3[CH2:23][CH2:24][CH:25]([CH2:26][C:27]([OH:29])=[O:28])[C:10]=23)=[CH:4][CH:3]=1. (3) Given the reactants [N:1]1([C:6]2[CH:7]=[N:8][C:9]([N:12]3[CH2:21][CH2:20][C:15]4([CH2:19][NH:18][CH2:17][CH2:16]4)[CH2:14][CH2:13]3)=[N:10][CH:11]=2)[CH:5]=[N:4][N:3]=[N:2]1.[CH3:22][C:23]1[C:31]([C@@H:32]2[CH2:34][O:33]2)=[CH:30][CH:29]=[C:28]2[C:24]=1[CH2:25][O:26][C:27]2=[O:35], predict the reaction product. The product is: [N:1]1([C:6]2[CH:11]=[N:10][C:9]([N:12]3[CH2:13][CH2:14][C:15]4([CH2:19][N:18]([CH2:34][C@@H:32]([C:31]5[C:23]([CH3:22])=[C:24]6[C:28](=[CH:29][CH:30]=5)[C:27](=[O:35])[O:26][CH2:25]6)[OH:33])[CH2:17][CH2:16]4)[CH2:20][CH2:21]3)=[N:8][CH:7]=2)[CH:5]=[N:4][N:3]=[N:2]1. (4) Given the reactants [O:1]=[C:2]1[C:7]([CH2:8][C:9]2[CH:14]=[CH:13][C:12]([C:15]3[C:16]([C:21]#[N:22])=[CH:17][CH:18]=[CH:19][CH:20]=3)=[CH:11][CH:10]=2)=[C:6]([CH2:23][CH2:24][CH3:25])[N:5]2[N:26]=[CH:27][N:28]=[C:4]2[N:3]1[CH:29]1[CH2:34][CH2:33][C:32](=[O:35])[CH2:31][CH2:30]1.[CH3:36][CH:37]([OH:41])[CH:38](O)[CH3:39].[CH3:42]C1C=CC(S(O)(=O)=O)=CC=1.C(=O)([O-])O.[Na+], predict the reaction product. The product is: [OH:41][C:37]([CH3:42])([CH3:36])[CH:38]([CH3:39])[O:35][C@H:32]1[CH2:31][CH2:30][C@H:29]([N:3]2[C:2](=[O:1])[C:7]([CH2:8][C:9]3[CH:10]=[CH:11][C:12]([C:15]4[C:16]([C:21]#[N:22])=[CH:17][CH:18]=[CH:19][CH:20]=4)=[CH:13][CH:14]=3)=[C:6]([CH2:23][CH2:24][CH3:25])[N:5]3[N:26]=[CH:27][N:28]=[C:4]23)[CH2:34][CH2:33]1. (5) The product is: [CH3:1][C@@H:2]1[CH2:6][N:5]([C:7]([O:9][C:10]([CH3:11])([CH3:12])[CH3:13])=[O:8])[C@H:4]([C:14]([O:16][CH2:17][C:18]([C:19]2[CH:20]=[CH:21][C:22]3[C:31]4[CH:30]=[C:29]5[CH2:32][CH2:33][CH:34]([Br:39])[C:35](=[O:36])[C:28]5=[CH:27][C:26]=4[O:25][CH2:24][C:23]=3[CH:37]=2)=[O:38])=[O:15])[CH2:3]1. Given the reactants [CH3:1][C@@H:2]1[CH2:6][N:5]([C:7]([O:9][C:10]([CH3:13])([CH3:12])[CH3:11])=[O:8])[C@H:4]([C:14]([O:16][CH2:17][C:18](=[O:38])[C:19]2[CH:20]=[CH:21][C:22]3[C:31]4[CH:30]=[C:29]5[CH2:32][CH2:33][CH2:34][C:35](=[O:36])[C:28]5=[CH:27][C:26]=4[O:25][CH2:24][C:23]=3[CH:37]=2)=[O:15])[CH2:3]1.[Br-:39].[Br-].[Br-].[NH+]1C=CC=CC=1.[NH+]1C=CC=CC=1.[NH+]1C=CC=CC=1, predict the reaction product. (6) Given the reactants [CH2:1]([C:3]1(O)[C:11]2[C:6](=[CH:7][C:8]([F:12])=[CH:9][CH:10]=2)[CH2:5][CH2:4]1)[CH3:2].[N+:14]([C:17]1[CH:18]=[CH:19][CH:20]=[C:21]2[C:25]=1[NH:24][CH:23]=[CH:22]2)([O-:16])=[O:15], predict the reaction product. The product is: [CH2:1]([C:3]1([C:22]2[C:21]3[C:25](=[C:17]([N+:14]([O-:16])=[O:15])[CH:18]=[CH:19][CH:20]=3)[NH:24][CH:23]=2)[C:11]2[C:6](=[CH:7][C:8]([F:12])=[CH:9][CH:10]=2)[CH2:5][CH2:4]1)[CH3:2].